Dataset: Catalyst prediction with 721,799 reactions and 888 catalyst types from USPTO. Task: Predict which catalyst facilitates the given reaction. (1) Reactant: [CH3:1][O:2][C:3]1[C:8]([OH:9])=[CH:7][CH:6]=[C:5](/[CH:10]=[CH:11]/[C:12]([CH2:14][C:15](/[CH:17]=[CH:18]/[C:19]2[CH:27]=[C:24]([O:25][CH3:26])[C:22]([OH:23])=[CH:21][CH:20]=2)=[O:16])=[O:13])[CH:4]=1.CC1C=CN=C(N)C=1C.C(N(CC)CC)C.C1(=O)[O:50][C:48](=[O:49])[CH2:47]CC1. Product: [C:48]([OH:50])(=[O:49])[CH3:47].[CH3:26][O:25][C:24]1[C:22]([OH:23])=[CH:21][CH:20]=[C:19](/[CH:18]=[CH:17]/[C:15]([CH2:14][C:12](/[CH:11]=[CH:10]/[C:5]2[CH:4]=[C:3]([O:2][CH3:1])[C:8]([OH:9])=[CH:7][CH:6]=2)=[O:13])=[O:16])[CH:27]=1. The catalyst class is: 7. (2) Reactant: [NH2:1][NH2:2].[F:3][C:4]([F:10])([F:9])[CH2:5][N:6]=[C:7]=[S:8]. Product: [F:3][C:4]([F:10])([F:9])[CH2:5][NH:6][C:7]([NH:1][NH2:2])=[S:8]. The catalyst class is: 14. (3) Reactant: [CH3:1][O:2][C:3]1[CH:12]=[C:11]([N:13]2[C:18](=[O:19])[C@H:17]3[CH2:20][C@@H:14]2[CH2:15][CH2:16]3)[CH:10]=[CH:9][C:4]=1[C:5]([O:7]C)=[O:6].[OH-].[Ba+2].[OH-].C(O)(=O)C. Product: [CH3:1][O:2][C:3]1[CH:12]=[C:11]([N:13]2[C:18](=[O:19])[C@H:17]3[CH2:20][C@@H:14]2[CH2:15][CH2:16]3)[CH:10]=[CH:9][C:4]=1[C:5]([OH:7])=[O:6]. The catalyst class is: 14. (4) Reactant: [F:1][C:2]([F:7])([F:6])[C:3](O)=[O:4].[CH3:8][N:9]1[CH2:14][CH2:13][N:12]([C:15]2[N:20]=[CH:19][C:18]([C:21]3[S:22][C:23]4[CH:29]=[C:28]([NH2:30])[CH:27]=[CH:26][C:24]=4[N:25]=3)=[CH:17][CH:16]=2)[CH2:11][CH2:10]1.C(N(C(C)C)CC)(C)C.C(Cl)Cl. Product: [F:1][C:2]([F:7])([F:6])[C:3]([NH:30][C:28]1[CH:27]=[CH:26][C:24]2[N:25]=[C:21]([C:18]3[CH:19]=[N:20][C:15]([N:12]4[CH2:11][CH2:10][N:9]([CH3:8])[CH2:14][CH2:13]4)=[CH:16][CH:17]=3)[S:22][C:23]=2[CH:29]=1)=[O:4]. The catalyst class is: 168. (5) Reactant: [Br:1][C:2]1[CH:3]=[C:4]2[C:9](=[CH:10][CH:11]=1)[C:8](=[O:12])[N:7]([CH2:13][C:14]1[CH:19]=[CH:18][C:17]([S:20]([CH3:23])(=[O:22])=[O:21])=[CH:16][CH:15]=1)[C:6]([CH:24]=[O:25])=[C:5]2[C:26]1[CH:31]=[CH:30][CH:29]=[CH:28][CH:27]=1.[CH3:32][Mg]Br.O. Product: [Br:1][C:2]1[CH:3]=[C:4]2[C:9](=[CH:10][CH:11]=1)[C:8](=[O:12])[N:7]([CH2:13][C:14]1[CH:15]=[CH:16][C:17]([S:20]([CH3:23])(=[O:21])=[O:22])=[CH:18][CH:19]=1)[C:6]([CH:24]([OH:25])[CH3:32])=[C:5]2[C:26]1[CH:27]=[CH:28][CH:29]=[CH:30][CH:31]=1. The catalyst class is: 1. (6) Reactant: [C:1]([C:5]1[CH:18]=[CH:17][C:16]2[C:7](=[C:8]([C:19]3[CH:24]=[CH:23][C:22]([Cl:25])=[CH:21][CH:20]=3)[C:9]3[C:14]([CH:15]=2)=[CH:13][CH:12]=[CH:11][CH:10]=3)[CH:6]=1)([CH3:4])([CH3:3])[CH3:2].[Br:26]N1C(=O)CCC1=O.CN(C)C=O. Product: [Br:26][C:15]1[C:14]2[C:9](=[CH:10][CH:11]=[CH:12][CH:13]=2)[C:8]([C:19]2[CH:24]=[CH:23][C:22]([Cl:25])=[CH:21][CH:20]=2)=[C:7]2[C:16]=1[CH:17]=[CH:18][C:5]([C:1]([CH3:4])([CH3:2])[CH3:3])=[CH:6]2. The catalyst class is: 6.